From a dataset of Full USPTO retrosynthesis dataset with 1.9M reactions from patents (1976-2016). Predict the reactants needed to synthesize the given product. (1) Given the product [N+:8]([C:5]1[CH:6]=[CH:7][C:2]([O:18][C:15]2[CH:16]=[CH:17][C:12]([CH3:11])=[CH:13][CH:14]=2)=[N:3][CH:4]=1)([O-:10])=[O:9], predict the reactants needed to synthesize it. The reactants are: Cl[C:2]1[CH:7]=[CH:6][C:5]([N+:8]([O-:10])=[O:9])=[CH:4][N:3]=1.[CH3:11][C:12]1[CH:17]=[CH:16][C:15]([OH:18])=[CH:14][CH:13]=1.C([O-])([O-])=O.[K+].[K+].O. (2) Given the product [Cl:20][C:21]1[CH:28]=[CH:27][CH:26]=[C:25]([Cl:29])[C:22]=1[C:23]#[CH:4], predict the reactants needed to synthesize it. The reactants are: S(N=[N+]=[N-])([C:4]1C=CC(C)=CC=1)(=O)=O.C([O-])([O-])=O.[K+].[K+].[Cl:20][C:21]1[CH:28]=[CH:27][CH:26]=[C:25]([Cl:29])[C:22]=1[CH:23]=O.